This data is from Full USPTO retrosynthesis dataset with 1.9M reactions from patents (1976-2016). The task is: Predict the reactants needed to synthesize the given product. (1) The reactants are: [CH2:1]([O:8][C:9]1[CH:14]=[CH:13][C:12]([C:15]([O:24]CC2C=CC(OC)=CC=2)([C:20]([F:23])([F:22])[F:21])[C:16]([F:19])([F:18])[F:17])=[CH:11][C:10]=1[Cl:34])[C:2]1[CH:7]=[CH:6][CH:5]=[CH:4][CH:3]=1.ClCCl.FC(F)(F)C(O)=O. Given the product [CH2:1]([O:8][C:9]1[CH:14]=[CH:13][C:12]([C:15]([OH:24])([C:16]([F:17])([F:18])[F:19])[C:20]([F:22])([F:23])[F:21])=[CH:11][C:10]=1[Cl:34])[C:2]1[CH:7]=[CH:6][CH:5]=[CH:4][CH:3]=1, predict the reactants needed to synthesize it. (2) Given the product [NH2:45][CH2:46][CH2:47][C:48]([NH:1][C@H:2]1[CH2:7][CH2:6][CH2:5][N:4]([CH2:8][C:9]2[C:18]([Cl:19])=[C:17]3[C:12]([C:13](=[O:33])[N:14]([CH2:20][C:21]4[CH:26]=[C:25]([Cl:27])[CH:24]=[CH:23][C:22]=4[S:28]([CH2:31][CH3:32])(=[O:30])=[O:29])[CH:15]=[N:16]3)=[CH:11][C:10]=2[C:34]([F:35])([F:36])[F:37])[CH2:3]1)=[O:49], predict the reactants needed to synthesize it. The reactants are: [NH2:1][C@H:2]1[CH2:7][CH2:6][CH2:5][N:4]([CH2:8][C:9]2[C:18]([Cl:19])=[C:17]3[C:12]([C:13](=[O:33])[N:14]([CH2:20][C:21]4[CH:26]=[C:25]([Cl:27])[CH:24]=[CH:23][C:22]=4[S:28]([CH2:31][CH3:32])(=[O:30])=[O:29])[CH:15]=[N:16]3)=[CH:11][C:10]=2[C:34]([F:37])([F:36])[F:35])[CH2:3]1.CC(OC([NH:45][CH2:46][CH2:47][C:48](O)=[O:49])=O)(C)C. (3) Given the product [F:17][C:18]1[CH:19]=[CH:20][C:21]2=[C:22]([CH:43]=1)[O:23][CH2:24][C:25]1[C:41]([F:42])=[CH:40][CH:39]=[CH:38][C:26]=1/[C:27]/2=[CH:28]\[C:2]1[CH:7]=[CH:6][C:5]([NH:8][CH:9]2[CH2:12][N:11]([CH3:13])[CH2:10]2)=[C:4]([N+:14]([O-:16])=[O:15])[CH:3]=1, predict the reactants needed to synthesize it. The reactants are: Br[C:2]1[CH:7]=[CH:6][C:5]([NH:8][CH:9]2[CH2:12][N:11]([CH3:13])[CH2:10]2)=[C:4]([N+:14]([O-:16])=[O:15])[CH:3]=1.[F:17][C:18]1[CH:19]=[CH:20][C:21]2=[C:22]([CH:43]=1)[O:23][CH2:24][C:25]1[C:41]([F:42])=[CH:40][CH:39]=[CH:38][C:26]=1/[C:27]/2=[CH:28]\B1OC(C)(C)C(C)(C)O1.O1CCCC1.C[O-].[Na+]. (4) Given the product [Si:1]([O:18][CH2:19][C:20]1[CH:25]=[C:24]([OH:26])[CH:23]=[C:22]([CH2:38][O:39][CH2:45][CH3:46])[CH:21]=1)([C:14]([CH3:17])([CH3:16])[CH3:15])([C:2]1[CH:3]=[CH:4][CH:5]=[CH:6][CH:7]=1)[C:8]1[CH:13]=[CH:12][CH:11]=[CH:10][CH:9]=1, predict the reactants needed to synthesize it. The reactants are: [Si:1]([O:18][CH2:19][C:20]1[CH:21]=[C:22]([CH2:38][OH:39])[CH:23]=[C:24]([O:26]C2C(Cl)=CC(C(F)(F)F)=CN=2)[CH:25]=1)([C:14]([CH3:17])([CH3:16])[CH3:15])([C:8]1[CH:13]=[CH:12][CH:11]=[CH:10][CH:9]=1)[C:2]1[CH:7]=[CH:6][CH:5]=[CH:4][CH:3]=1.S(Cl)(Cl)=O.[O-][CH2:45][CH3:46].[Na+].C(O)C. (5) Given the product [CH3:24][C:12]1[N:13]=[C:14]2[C:9]([CH:8]=[C:7]([C:1]3[CH:6]=[CH:5][CH:4]=[CH:3][CH:2]=3)[C:16]([C:17]3[CH:22]=[CH:21][CH:20]=[CH:19][CH:18]=3)=[N:15]2)=[CH:10][CH:11]=1, predict the reactants needed to synthesize it. The reactants are: [C:1]1([C:7]2[CH:8]=[C:9]3[C:14](=[N:15][C:16]=2[C:17]2[CH:22]=[CH:21][CH:20]=[CH:19][CH:18]=2)[N+:13]([O-])=[CH:12][CH:11]=[CH:10]3)[CH:6]=[CH:5][CH:4]=[CH:3][CH:2]=1.[C:24]1(C2C(C3C=CC=CC=3)=CC3C(=NC=CC=3)[N+]=2[O-])C=CC=CC=1.C[Mg]Cl.